This data is from CYP2D6 inhibition data for predicting drug metabolism from PubChem BioAssay. The task is: Regression/Classification. Given a drug SMILES string, predict its absorption, distribution, metabolism, or excretion properties. Task type varies by dataset: regression for continuous measurements (e.g., permeability, clearance, half-life) or binary classification for categorical outcomes (e.g., BBB penetration, CYP inhibition). Dataset: cyp2d6_veith. The result is 0 (non-inhibitor). The compound is Cc1cccc(CNc2ncnc3[nH]ncc23)c1.